From a dataset of Full USPTO retrosynthesis dataset with 1.9M reactions from patents (1976-2016). Predict the reactants needed to synthesize the given product. (1) Given the product [F:7][C:8]1[CH:13]=[CH:12][C:11]([C:2]2[S:3][CH:4]=[CH:5][CH:6]=2)=[CH:10][CH:9]=1, predict the reactants needed to synthesize it. The reactants are: I[C:2]1[S:3][CH:4]=[CH:5][CH:6]=1.[F:7][C:8]1[CH:13]=[CH:12][C:11](B(O)O)=[CH:10][CH:9]=1. (2) Given the product [C:11]([O:15][C:16]([N:18]1[C:26]2[C:21](=[CH:22][CH:23]=[C:24]([CH2:27][NH:9][CH2:8][CH2:7][CH2:6][C:5]([O:4][CH2:2][CH3:3])=[O:10])[CH:25]=2)[CH:20]=[CH:19]1)=[O:17])([CH3:14])([CH3:13])[CH3:12], predict the reactants needed to synthesize it. The reactants are: Cl.[CH2:2]([O:4][C:5](=[O:10])[CH2:6][CH2:7][CH2:8][NH2:9])[CH3:3].[C:11]([O:15][C:16]([N:18]1[C:26]2[C:21](=[CH:22][CH:23]=[C:24]([CH:27]=O)[CH:25]=2)[CH:20]=[CH:19]1)=[O:17])([CH3:14])([CH3:13])[CH3:12].[O-]S([O-])(=O)=O.[Mg+2].[BH4-].[Na+]. (3) Given the product [F:1][C:2]([F:9])([CH3:8])[C:3]([NH:30][C@@H:28]([CH3:29])[C@H:27]([O:26][C:22]1[CH:21]=[C:20]2[C:25](=[CH:24][CH:23]=1)[N:17]([C:14]1[CH:13]=[CH:12][C:11]([F:10])=[CH:16][CH:15]=1)[N:18]=[CH:19]2)[C:31]1[CH:36]=[CH:35][CH:34]=[C:33]([O:37][CH3:38])[CH:32]=1)=[O:4], predict the reactants needed to synthesize it. The reactants are: [F:1][C:2]([F:9])([CH3:8])[C:3](OCC)=[O:4].[F:10][C:11]1[CH:16]=[CH:15][C:14]([N:17]2[C:25]3[C:20](=[CH:21][C:22]([O:26][C@H:27]([C:31]4[CH:36]=[CH:35][CH:34]=[C:33]([O:37][CH3:38])[CH:32]=4)[C@@H:28]([NH2:30])[CH3:29])=[CH:23][CH:24]=3)[CH:19]=[N:18]2)=[CH:13][CH:12]=1. (4) The reactants are: [Cl:1][C:2]1[N:7]=[CH:6][C:5]2[C:8](I)=[N:9][N:10]([C:11]([C:24]3[CH:29]=[CH:28][CH:27]=[CH:26][CH:25]=3)([C:18]3[CH:23]=[CH:22][CH:21]=[CH:20][CH:19]=3)[C:12]3[CH:17]=[CH:16][CH:15]=[CH:14][CH:13]=3)[C:4]=2[CH:3]=1.[F:31][C:32]([F:37])([F:36])[CH:33]([NH2:35])[CH3:34].CC(C)([O-])C.[Na+]. Given the product [Cl:1][C:2]1[N:7]=[CH:6][C:5]2[C:8]([NH:35][CH:33]([CH3:34])[C:32]([F:37])([F:36])[F:31])=[N:9][N:10]([C:11]([C:24]3[CH:29]=[CH:28][CH:27]=[CH:26][CH:25]=3)([C:18]3[CH:23]=[CH:22][CH:21]=[CH:20][CH:19]=3)[C:12]3[CH:17]=[CH:16][CH:15]=[CH:14][CH:13]=3)[C:4]=2[CH:3]=1, predict the reactants needed to synthesize it. (5) The reactants are: [Br:1][C:2]1[N:7]=[CH:6][C:5]([N:8]2[C:15]3[C@@H:14]4[CH2:16][C@@H:13]4[CH2:12][C:11]=3[C:10]([C:17]([OH:19])=O)=[N:9]2)=[CH:4][CH:3]=1.[CH3:20][C:21]([NH2:30])([CH3:29])[CH2:22][N:23]1[CH2:28][CH2:27][O:26][CH2:25][CH2:24]1. Given the product [CH3:29][C:21]([NH:30][C:17]([C:10]1[C:11]2[CH2:12][C@H:13]3[CH2:16][C@H:14]3[C:15]=2[N:8]([C:5]2[CH:6]=[N:7][C:2]([Br:1])=[CH:3][CH:4]=2)[N:9]=1)=[O:19])([CH3:20])[CH2:22][N:23]1[CH2:24][CH2:25][O:26][CH2:27][CH2:28]1, predict the reactants needed to synthesize it. (6) Given the product [CH3:25][N:24]1[CH2:15][CH2:14][CH2:13][CH2:22]1.[NH2:1][CH2:2][C:3]([NH:5][C@H:6]([C:10]([NH:12][C@H:13]([C:22]([NH2:24])=[O:23])[CH2:14][C:15](=[O:21])[O:16][C:17]([CH3:18])([CH3:19])[CH3:20])=[O:11])[C@@H:7]([CH3:9])[OH:8])=[O:4], predict the reactants needed to synthesize it. The reactants are: [NH2:1][CH2:2][C:3]([NH:5][C@H:6]([C:10]([NH:12][C@H:13]([C:22]([NH:24][C:25](OCC1C2C(=CC=CC=2)C2C1=CC=CC=2)=O)=[O:23])[CH2:14][C:15](=[O:21])[O:16][C:17]([CH3:20])([CH3:19])[CH3:18])=[O:11])[C@@H:7]([CH3:9])[OH:8])=[O:4]. (7) The reactants are: [NH2:1][C:2]1[CH:7]=[CH:6][C:5]([F:8])=[C:4]([F:9])[C:3]=1[OH:10].[F:11][C:12]1[CH:20]=[CH:19][C:18]([N+:21]([O-:23])=[O:22])=[CH:17][C:13]=1[C:14](Cl)=[O:15]. Given the product [OH:10][C:3]1[C:4]([F:9])=[C:5]([F:8])[CH:6]=[CH:7][C:2]=1[NH:1][C:14](=[O:15])[C:13]1[CH:17]=[C:18]([N+:21]([O-:23])=[O:22])[CH:19]=[CH:20][C:12]=1[F:11], predict the reactants needed to synthesize it. (8) The reactants are: [C:1]([O:5][C@@H:6]([C:11]1[C:12](Cl)=[C:13]2[C:20]([CH3:21])=[C:19]([CH3:22])[NH:18][C:14]2=[N:15][C:16]=1[CH3:17])[C:7]([O:9][CH3:10])=[O:8])([CH3:4])([CH3:3])[CH3:2].[Cl:24][C:25]1[C:34](B2OC(C)(C)C(C)(C)O2)=[CH:33][CH:32]=[C:31]2[C:26]=1[CH2:27][CH2:28][CH2:29][O:30]2.C(=O)([O-])[O-].[K+].[K+]. Given the product [C:1]([O:5][C@@H:6]([C:11]1[C:12]([C:34]2[C:25]([Cl:24])=[C:26]3[C:31](=[CH:32][CH:33]=2)[O:30][CH2:29][CH2:28][CH2:27]3)=[C:13]2[C:20]([CH3:21])=[C:19]([CH3:22])[NH:18][C:14]2=[N:15][C:16]=1[CH3:17])[C:7]([O:9][CH3:10])=[O:8])([CH3:4])([CH3:3])[CH3:2], predict the reactants needed to synthesize it. (9) Given the product [NH2:34][C:32]1[CH:31]=[CH:30][C:8]([O:9][C:10]2[N:15]=[CH:14][N:13]=[C:12]([NH:16][C:17]([N:19]3[CH2:24][CH2:23][N:22]([CH2:25][CH2:26][N:27]([CH3:29])[CH3:28])[CH2:21][CH2:20]3)=[O:18])[CH:11]=2)=[C:7]([F:6])[CH:33]=1, predict the reactants needed to synthesize it. The reactants are: O1CCCC1.[F:6][C:7]1[CH:33]=[C:32]([N+:34]([O-])=O)[CH:31]=[CH:30][C:8]=1[O:9][C:10]1[N:15]=[CH:14][N:13]=[C:12]([NH:16][C:17]([N:19]2[CH2:24][CH2:23][N:22]([CH2:25][CH2:26][N:27]([CH3:29])[CH3:28])[CH2:21][CH2:20]2)=[O:18])[CH:11]=1.[H][H].